Dataset: Forward reaction prediction with 1.9M reactions from USPTO patents (1976-2016). Task: Predict the product of the given reaction. Given the reactants [CH2:1]([O:3][C:4]1[C:12]([O:13][C:14]([F:17])([F:16])[F:15])=[CH:11][CH:10]=[CH:9][C:5]=1[CH2:6]CN)[CH3:2].[C:18](Cl)(=[O:21])[CH:19]=[CH2:20].[CH2:23]([N:25](CC)CC)C, predict the reaction product. The product is: [CH2:1]([O:3][C:4]1[C:12]([O:13][C:14]([F:15])([F:16])[F:17])=[CH:11][CH:10]=[CH:9][C:5]=1[CH2:6][N:25]([CH3:23])[C:18](=[O:21])[CH:19]=[CH2:20])[CH3:2].